Dataset: Catalyst prediction with 721,799 reactions and 888 catalyst types from USPTO. Task: Predict which catalyst facilitates the given reaction. Reactant: [Cl:1][C:2]1[CH:3]=[C:4]([CH:6]=[C:7]([Cl:10])[C:8]=1[CH3:9])N.N([O-])=O.[Na+].[BrH:15]. Product: [Br:15][C:4]1[CH:6]=[C:7]([Cl:10])[C:8]([CH3:9])=[C:2]([Cl:1])[CH:3]=1. The catalyst class is: 238.